From a dataset of Catalyst prediction with 721,799 reactions and 888 catalyst types from USPTO. Predict which catalyst facilitates the given reaction. (1) Reactant: [Cl:1][C:2]1[CH:7]=[CH:6][CH:5]=[CH:4][C:3]=1[OH:8].C(N(CC)CC)C.[C:16](Cl)(=[O:19])[CH2:17][CH3:18]. Product: [C:16]([O:8][C:3]1[CH:4]=[CH:5][CH:6]=[CH:7][C:2]=1[Cl:1])(=[O:19])[CH2:17][CH3:18]. The catalyst class is: 4. (2) Reactant: [NH2:1][C:2]1[C:3]([C:19]#[N:20])=[C:4]([CH:16]=[CH:17][CH:18]=1)[O:5][CH2:6][C:7]([CH3:15])([CH3:14])[C:8]([NH:10][CH2:11][CH2:12][CH3:13])=[O:9].[S:21](Cl)(=[O:24])(=[O:23])[NH2:22]. Product: [S:21]([NH:1][C:2]1[C:3]([C:19]#[N:20])=[C:4]([CH:16]=[CH:17][CH:18]=1)[O:5][CH2:6][C:7]([CH3:15])([CH3:14])[C:8]([NH:10][CH2:11][CH2:12][CH3:13])=[O:9])(=[O:24])(=[O:23])[NH2:22]. The catalyst class is: 474.